This data is from Experimentally validated miRNA-target interactions with 360,000+ pairs, plus equal number of negative samples. The task is: Binary Classification. Given a miRNA mature sequence and a target amino acid sequence, predict their likelihood of interaction. (1) The miRNA is hsa-miR-6769b-3p with sequence CCCUCUCUGUCCCACCCAUAG. The protein sequence of the target gene is MEAVIEKECSALGGLFQTIISDMKGSYPVWEDFINKAGKLQSQLRTTVVAAAAFLDAFQKVADMATNTRGGTREIGSALTRMCMRHRSIEAKLRQFSSALIDCLINPLQEQMEEWKKVANQLDKDHAKEYKKARQEIKKKSSDTLKLQKKAKKGRGDIQPQLDSALQDVNDKYLLLEETEKQAVRKALIEERGRFCTFISMLRPVIEEEISMLGEITHLQTISEDLKSLTMDPHKLPSSSEQVILDLKGSDYSWSYQTPPSSPSTTMSRKSSVCSSLNSVNSSDSRSSGSHSHSPSSHYR.... Result: 1 (interaction). (2) The miRNA is hsa-miR-4756-3p with sequence CCAGAGAUGGUUGCCUUCCUAU. The protein sequence of the target gene is MAGGYGVMGDDGSIDYTVHEAWNEATNVYLIVILVSFGLFMYAKRNKRRIMRIFSVPPTEETLSEPNFYDTISKIRLRQQLEMYSISRKYDYQQPQNQADSVQLSLE. Result: 1 (interaction). (3) The miRNA is hsa-miR-98-5p with sequence UGAGGUAGUAAGUUGUAUUGUU. Result: 1 (interaction). The protein sequence of the target gene is MPDPAKSAPAPKKGSKKAVTKAQKKDGKKRKRSRKESYSIYVYKVLKQVHPDTGISSKAMGIMNSFVNDIFERIAGEASRLAHYNKRSTITSREIQTAVRLLLPGELAKHAVSEGTKAVTKYTSSK. (4) The miRNA is hsa-miR-15b-5p with sequence UAGCAGCACAUCAUGGUUUACA. The protein sequence of the target gene is MREIVHIQAGQCGNQIGAKFWEVISDEHGIDPTGTYHGDSDLQLDRISVYYNEATGGKYVPRAILVDLEPGTMDSVRSGPFGQIFRPDNFVFGQSGAGNNWAKGHYTEGAELVDSVLDVVRKEAESCDCLQGFQLTHSLGGGTGSGMGTLLISKIREEYPDRIMNTFSVVPSPKVSDTVVEPYNATLSVHQLVENTDETYCIDNEALYDICFRTLKLTTPTYGDLNHLVSATMSGVTTCLRFPGQLNADLRKLAVNMVPFPRLHFFMPGFAPLTSRGSQQYRALTVPELTQQVFDAKNMM.... Result: 1 (interaction). (5) The miRNA is mmu-miR-181a-5p with sequence AACAUUCAACGCUGUCGGUGAGU. The protein sequence of the target gene is MEFRQEEFRKLAGRALGRLHRLLEKRQEGAETLELSADGRPVTTHTRDPPVVDCTCFGLPRRYIIAIMSGLGFCISFGIRCNLGVAIVSMVNNSTTHRGGHVVVQKAQFNWDPETVGLIHGSFFWGYIVTQIPGGFICQKFAANRVFGFAIVATSTLNMLIPSAARVHYGCVIFVRILQGLVEGVTYPACHGIWSKWAPPLERSRLATTAFCGSYAGAVVAMPLAGVLVQYSGWSSVFYVYGSFGIFWYLFWLLVSYESPALHPSISEEERKYIEDAIGESAKLMNPVTKFNTPWRRFFT.... Result: 0 (no interaction). (6) The miRNA is hsa-miR-6802-3p with sequence UUCACCCCUCUCACCUAAGCAG. The protein sequence of the target gene is MALDFLAGCAGGVAGVLVGHPFDTVKVRLQVQSVEKPQYRGTLHCFKSIIKQESVLGLYKGLGSPLMGLTFINALVFGVQGNTLRALGHDSPLNQFLAGAAAGAIQCVICCPMELAKTRLQLQDAGPARTYKGSLDCLAQIYGHEGLRGVNRGMVSTLLRETPSFGVYFLTYDALTRALGCEPGDRLLVPKLLLAGGTSGIVSWLSTYPVDVVKSRLQADGLRGAPRYRGILDCVHQSYRAEGWRVFTRGLASTLLRAFPVNAATFATVTVVLTYARGEEAGPEGEAVPAAPAGPALAQP.... Result: 0 (no interaction).